From a dataset of Forward reaction prediction with 1.9M reactions from USPTO patents (1976-2016). Predict the product of the given reaction. (1) Given the reactants [Cl:1][C:2]1[CH:3]=[C:4]([CH2:19]O)[C:5]2[O:9][C:8]([C:10]3[CH:15]=[CH:14][C:13]([Cl:16])=[CH:12][C:11]=3[Cl:17])=[CH:7][C:6]=2[CH:18]=1.O=S(Cl)[Cl:23], predict the reaction product. The product is: [Cl:1][C:2]1[CH:3]=[C:4]([CH2:19][Cl:23])[C:5]2[O:9][C:8]([C:10]3[CH:15]=[CH:14][C:13]([Cl:16])=[CH:12][C:11]=3[Cl:17])=[CH:7][C:6]=2[CH:18]=1. (2) Given the reactants [NH2:1][CH2:2][CH:3]([C:11]1[C:19]2[C:14](=[CH:15][C:16]([C:20]([N:22]3[CH2:27][CH2:26][O:25][CH2:24][CH2:23]3)=[O:21])=[CH:17][CH:18]=2)[NH:13][CH:12]=1)[C:4]1[CH:9]=[CH:8][CH:7]=[CH:6][C:5]=1[F:10].O=[CH:29][C:30]([O:32][CH2:33][CH3:34])=[O:31].C1(C)C=CC=CC=1.Cl.O1CCOCC1, predict the reaction product. The product is: [F:10][C:5]1[CH:6]=[CH:7][CH:8]=[CH:9][C:4]=1[C:3]1[C:11]2[C:19]3[C:14](=[CH:15][C:16]([C:20]([N:22]4[CH2:23][CH2:24][O:25][CH2:26][CH2:27]4)=[O:21])=[CH:17][CH:18]=3)[NH:13][C:12]=2[C:29]([C:30]([O:32][CH2:33][CH3:34])=[O:31])=[N:1][CH:2]=1. (3) Given the reactants [CH3:1][C:2]1[C:3]([CH2:16][C:17]2[O:21][C:20]([C:22]([OH:24])=O)=[CH:19][CH:18]=2)=[CH:4][C:5]2[C:6]([CH3:15])([CH3:14])[CH2:7][CH2:8][C:9]([CH3:13])([CH3:12])[C:10]=2[CH:11]=1.S(Cl)([Cl:27])=O, predict the reaction product. The product is: [CH3:1][C:2]1[C:3]([CH2:16][C:17]2[O:21][C:20]([C:22]([Cl:27])=[O:24])=[CH:19][CH:18]=2)=[CH:4][C:5]2[C:6]([CH3:15])([CH3:14])[CH2:7][CH2:8][C:9]([CH3:13])([CH3:12])[C:10]=2[CH:11]=1. (4) Given the reactants C[Al](C)C.C[Si]([N:9]=[N+:10]=[N-:11])(C)C.[NH2:12][C:13]1[C:18]2[C:19](=[O:39])[N:20]([C:24]3[CH:29]=[CH:28][C:27]([C@H:30]4[CH2:35][CH2:34][C@H:33]([CH2:36][C:37]#[N:38])[CH2:32][CH2:31]4)=[CH:26][CH:25]=3)[CH2:21][CH2:22][O:23][C:17]=2[N:16]=[CH:15][N:14]=1, predict the reaction product. The product is: [NH2:12][C:13]1[C:18]2[C:19](=[O:39])[N:20]([C:24]3[CH:25]=[CH:26][C:27]([CH:30]4[CH2:31][CH2:32][CH:33]([CH2:36][C:37]5[NH:38][N:11]=[N:10][N:9]=5)[CH2:34][CH2:35]4)=[CH:28][CH:29]=3)[CH2:21][CH2:22][O:23][C:17]=2[N:16]=[CH:15][N:14]=1. (5) Given the reactants [NH:1]1[C:5]2[CH:6]=[CH:7][CH:8]=[CH:9][C:4]=2[NH:3][C:2]1=[O:10].[H-].[Na+].[H][H].[CH3:15][O:16][C:17]1[CH:18]=[C:19](/[CH:25]=[CH:26]/[C:27](Cl)=[O:28])[CH:20]=[CH:21][C:22]=1[O:23][CH3:24], predict the reaction product. The product is: [CH3:15][O:16][C:17]1[CH:18]=[C:19](/[CH:25]=[CH:26]/[C:27]([N:1]2[C:5]3[CH:6]=[CH:7][CH:8]=[CH:9][C:4]=3[NH:3][C:2]2=[O:10])=[O:28])[CH:20]=[CH:21][C:22]=1[O:23][CH3:24].